The task is: Predict the reactants needed to synthesize the given product.. This data is from Full USPTO retrosynthesis dataset with 1.9M reactions from patents (1976-2016). (1) Given the product [NH2:49][C:50]1[O:37][C:36]([CH2:35][CH2:34][NH:33][C:28]2[CH:29]=[CH:30][CH:31]=[CH:32][C:27]=2[C:17]2[N:18]([C:19]3[CH:24]=[CH:23][CH:22]=[C:21]([Cl:25])[C:20]=3[F:26])[C:14]([C:9]3[CH:10]=[CH:11][C:12]([F:13])=[C:7]([Cl:6])[CH:8]=3)=[C:15]([C:40]([NH2:42])=[O:41])[N:16]=2)=[N:38][N:39]=1, predict the reactants needed to synthesize it. The reactants are: C([O-])(O)=O.[Na+].[Cl:6][C:7]1[CH:8]=[C:9]([C:14]2[N:18]([C:19]3[CH:24]=[CH:23][CH:22]=[C:21]([Cl:25])[C:20]=3[F:26])[C:17]([C:27]3[CH:32]=[CH:31][CH:30]=[CH:29][C:28]=3[NH:33][CH2:34][CH2:35][C:36]([NH:38][NH2:39])=[O:37])=[N:16][C:15]=2[C:40]([NH2:42])=[O:41])[CH:10]=[CH:11][C:12]=1[F:13].O1CCOCC1.[N:49]#[C:50]Br. (2) Given the product [CH3:5][O:6][C:7]1[CH:8]=[C:9]([NH:19][C:20]2[N:21]=[C:22]([NH:30][C:31]3[CH:36]=[CH:35][CH:34]=[CH:33][CH:32]=3)[C:23]3[CH2:29][N:28]([CH2:2][CH2:1][OH:4])[CH2:27][CH2:26][C:24]=3[N:25]=2)[CH:10]=[CH:11][C:12]=1[N:13]1[CH:17]=[C:16]([CH3:18])[N:15]=[CH:14]1, predict the reactants needed to synthesize it. The reactants are: [C:1]([OH:4])(=O)[CH3:2].[CH3:5][O:6][C:7]1[CH:8]=[C:9]([NH:19][C:20]2[N:21]=[C:22]([NH:30][C:31]3[CH:36]=[CH:35][CH:34]=[CH:33][CH:32]=3)[C:23]3[CH2:29][NH:28][CH2:27][CH2:26][C:24]=3[N:25]=2)[CH:10]=[CH:11][C:12]=1[N:13]1[CH:17]=[C:16]([CH3:18])[N:15]=[CH:14]1.OCC=O.C([BH3-])#N.[Na+]. (3) Given the product [CH3:2][O:3][C:4](=[O:46])[NH:5][C@H:6]([C:10]([N:12]1[CH2:16][CH2:15][CH2:14][C@H:13]1[C:17]1[NH:18][CH:19]=[C:20]([C:22]2[CH:27]=[CH:26][C:25]([C:28]3[C:29]4[S:35][CH:34]=[C:33]([C:36]5[NH:37][C:38]([C@@H:41]6[CH2:45][CH2:44][CH2:43][N:42]6[C:56](=[O:57])[C@H:55]([NH:54][C:52]([O:51][CH3:47])=[O:53])[C:66]6[CH:71]=[CH:70][CH:69]=[CH:68][CH:67]=6)=[N:39][CH:40]=5)[C:30]=4[S:31][CH:32]=3)=[CH:24][CH:23]=2)[N:21]=1)=[O:11])[CH:7]([CH3:9])[CH3:8], predict the reactants needed to synthesize it. The reactants are: Cl.[CH3:2][O:3][C:4](=[O:46])[NH:5][C@H:6]([C:10]([N:12]1[CH2:16][CH2:15][CH2:14][C@H:13]1[C:17]1[NH:18][CH:19]=[C:20]([C:22]2[CH:27]=[CH:26][C:25]([C:28]3[C:29]4[S:35][CH:34]=[C:33]([C:36]5[NH:37][C:38]([C@@H:41]6[CH2:45][CH2:44][CH2:43][NH:42]6)=[N:39][CH:40]=5)[C:30]=4[S:31][CH:32]=3)=[CH:24][CH:23]=2)[N:21]=1)=[O:11])[CH:7]([CH3:9])[CH3:8].[C:47]([O:51][C:52]([NH:54][C@H:55]([C:66]1[CH:71]=[CH:70][CH:69]=[CH:68][CH:67]=1)[C:56](N1CCC[C@H]1C(O)=O)=[O:57])=[O:53])(C)(C)C.CN(C(ON1N=NC2C=CC=NC1=2)=[N+](C)C)C.F[P-](F)(F)(F)(F)F.CCN(CC)CC. (4) Given the product [NH2:29][C:6]1[C:5]2[N:15]=[C:2]([CH3:1])[N:3]([CH2:16][CH2:17][O:18][CH2:19][CH2:20][NH:21][C:22](=[O:28])[O:23][C:24]([CH3:27])([CH3:26])[CH3:25])[C:4]=2[C:13]2[CH:12]=[CH:11][CH:10]=[CH:9][C:8]=2[N:7]=1, predict the reactants needed to synthesize it. The reactants are: [CH3:1][C:2]1[N:3]([CH2:16][CH2:17][O:18][CH2:19][CH2:20][NH:21][C:22](=[O:28])[O:23][C:24]([CH3:27])([CH3:26])[CH3:25])[C:4]2[C:13]3[CH:12]=[CH:11][CH:10]=[CH:9][C:8]=3[N+:7]([O-])=[CH:6][C:5]=2[N:15]=1.[NH4+:29].[OH-].C1(C)C=CC(S(Cl)(=O)=O)=CC=1.O. (5) The reactants are: [Cl:1][C:2]1[N:7]=[C:6]([C:8]([NH2:10])=O)[CH:5]=[C:4]([O:11][CH3:12])[CH:3]=1.COC1C=CC(P2(SP(C3C=CC(OC)=CC=3)(=S)S2)=[S:22])=CC=1. Given the product [Cl:1][C:2]1[N:7]=[C:6]([C:8](=[S:22])[NH2:10])[CH:5]=[C:4]([O:11][CH3:12])[CH:3]=1, predict the reactants needed to synthesize it. (6) Given the product [C:1]1([C:42]2[CH:43]=[CH:44][CH:45]=[CH:46][CH:47]=2)[CH:2]=[CH:3][C:4]([C:7]2[C:39]([F:40])=[CH:38][C:10]3[NH:11][C:12]([O:14][CH:15]4[CH2:20][CH2:19][CH2:18][CH:17]([C:21]([O:23][CH3:24])=[O:22])[CH2:16]4)=[N:13][C:9]=3[C:8]=2[F:41])=[CH:5][CH:6]=1, predict the reactants needed to synthesize it. The reactants are: [C:1]1([C:42]2[CH:47]=[CH:46][CH:45]=[CH:44][CH:43]=2)[CH:6]=[CH:5][C:4]([C:7]2[C:39]([F:40])=[CH:38][C:10]3[N:11](CC4C=CC(C5C=CC=CC=5)=CC=4)[C:12]([O:14][CH:15]4[CH2:20][CH2:19][CH2:18][CH:17]([C:21]([O:23][CH3:24])=[O:22])[CH2:16]4)=[N:13][C:9]=3[C:8]=2[F:41])=[CH:3][CH:2]=1.C1CC=CCC=1. (7) Given the product [CH3:45][C:42]1([CH3:44])[C:41]([CH3:46])([CH3:47])[O:40][B:39]([C:7]2[CH:12]=[CH:11][C:10]([C:13]3([C:17]4[CH:22]=[CH:21][CH:20]=[CH:19][CH:18]=4)[CH2:14][CH2:15][CH2:16]3)=[CH:9][CH:8]=2)[O:43]1, predict the reactants needed to synthesize it. The reactants are: FC(F)(F)S(O[C:7]1[CH:12]=[CH:11][C:10]([C:13]2([C:17]3[CH:22]=[CH:21][C:20](O)=[CH:19][CH:18]=3)[CH2:16][CH2:15][CH2:14]2)=[CH:9][CH:8]=1)(=O)=O.C([O-])(=O)C.[K+].[CH3:46][C:41]1([CH3:47])[C:42]([CH3:45])([CH3:44])[O:43][B:39]([B:39]2[O:43][C:42]([CH3:45])([CH3:44])[C:41]([CH3:47])([CH3:46])[O:40]2)[O:40]1.O. (8) Given the product [CH3:15][C:16]([CH3:21])([CH3:20])[C:17]([NH:1][C:2]1[CH:7]=[CH:6][N:5]=[CH:4][CH:3]=1)=[O:18], predict the reactants needed to synthesize it. The reactants are: [NH2:1][C:2]1[CH:7]=[CH:6][N:5]=[CH:4][CH:3]=1.CCN(CC)CC.[CH3:15][C:16]([CH3:21])([CH3:20])[C:17](Cl)=[O:18].[Cl-].[Na+].O.C(Cl)Cl.